This data is from Full USPTO retrosynthesis dataset with 1.9M reactions from patents (1976-2016). The task is: Predict the reactants needed to synthesize the given product. (1) Given the product [OH:3][C:1]([C:4]1[CH:5]=[CH:6][C:7]([O:8][C@H:9]2[CH2:14][CH2:13][C@H:12]([N:15]3[C:20](=[O:21])[C:19]([CH2:22][C:23]4[CH:28]=[CH:27][C:26]([C:29]5[C:30]([C:35]#[N:36])=[CH:31][CH:32]=[CH:33][CH:34]=5)=[CH:25][CH:24]=4)=[C:18]([CH2:37][CH2:38][CH3:39])[N:17]4[N:40]=[CH:41][N:42]=[C:16]34)[CH2:11][CH2:10]2)=[CH:43][CH:44]=1)([CH3:45])[CH3:2], predict the reactants needed to synthesize it. The reactants are: [C:1]([C:4]1[CH:44]=[CH:43][C:7]([O:8][C@H:9]2[CH2:14][CH2:13][C@H:12]([N:15]3[C:20](=[O:21])[C:19]([CH2:22][C:23]4[CH:28]=[CH:27][C:26]([C:29]5[C:30]([C:35]#[N:36])=[CH:31][CH:32]=[CH:33][CH:34]=5)=[CH:25][CH:24]=4)=[C:18]([CH2:37][CH2:38][CH3:39])[N:17]4[N:40]=[CH:41][N:42]=[C:16]34)[CH2:11][CH2:10]2)=[CH:6][CH:5]=1)(=[O:3])[CH3:2].[CH3:45][Mg]Br.Cl. (2) Given the product [O:34]=[C:18]1[C:14]2([CH2:17][CH2:16][CH2:15]2)[N:13]([C:10]2[CH:9]=[CH:8][C:7]([CH2:6][CH2:5][CH2:4][CH:3]=[O:2])=[CH:12][CH:11]=2)[C:20](=[S:21])[N:19]1[C:22]1[CH:27]=[CH:26][C:25]([C:28]#[N:29])=[C:24]([C:30]([F:33])([F:32])[F:31])[CH:23]=1, predict the reactants needed to synthesize it. The reactants are: C[O:2][C:3](=O)[CH2:4][CH2:5][CH2:6][C:7]1[CH:12]=[CH:11][C:10]([N:13]2[C:20](=[S:21])[N:19]([C:22]3[CH:27]=[CH:26][C:25]([C:28]#[N:29])=[C:24]([C:30]([F:33])([F:32])[F:31])[CH:23]=3)[C:18](=[O:34])[C:14]32[CH2:17][CH2:16][CH2:15]3)=[CH:9][CH:8]=1.CCCCCC. (3) Given the product [O:7]1[CH2:5][CH2:6][CH2:1][O:3][C:13]2[CH:12]=[C:11]([C:14]3[N:15]=[C:16]4[CH:21]=[C:20]([NH:22][CH3:23])[CH:19]=[CH:18][N:17]4[CH:24]=3)[CH:10]=[CH:9][C:8]1=2, predict the reactants needed to synthesize it. The reactants are: [C:1](O)(=[O:3])C.[CH2:5]([O:7][C:8]1[CH:13]=[CH:12][C:11]([C:14]2[N:15]=[C:16]3[CH:21]=[C:20]([NH:22][CH3:23])[CH:19]=[CH:18][N:17]3[CH:24]=2)=[CH:10][CH:9]=1)[CH3:6].CNC1C=CN=C(N)C=1.BrCC(C1C=CC2OCCCOC=2C=1)=O. (4) The reactants are: [Cl:1][C:2]1[CH:3]=[C:4]([CH:9]=[CH:10][N:11]=1)[C:5]([O:7][CH3:8])=[O:6].[F:12][C:13]1[CH:18]=[C:17]([C:19]([F:22])([F:21])[F:20])[CH:16]=[CH:15][C:14]=1B(O)O.C(=O)([O-])[O-].[K+].[K+].Cl. Given the product [ClH:1].[F:12][C:13]1[CH:18]=[C:17]([C:19]([F:20])([F:21])[F:22])[CH:16]=[CH:15][C:14]=1[C:2]1[CH:3]=[C:4]([CH:9]=[CH:10][N:11]=1)[C:5]([O:7][CH3:8])=[O:6], predict the reactants needed to synthesize it. (5) Given the product [CH3:1][O:2][C:3](=[O:30])[CH2:4][C@H:5]1[C:9]2[CH:10]=[CH:11][C:12]([O:14][C@H:15]3[C:23]4[C:18](=[C:19]([CH2:28][N:39]5[CH2:38][CH2:37][C:36]6[N:31]=[CH:32][N:33]=[CH:34][C:35]=6[CH2:40]5)[C:20]([C:24]([F:27])([F:26])[F:25])=[CH:21][CH:22]=4)[CH2:17][CH2:16]3)=[CH:13][C:8]=2[O:7][CH2:6]1, predict the reactants needed to synthesize it. The reactants are: [CH3:1][O:2][C:3](=[O:30])[CH2:4][C@H:5]1[C:9]2[CH:10]=[CH:11][C:12]([O:14][C@H:15]3[C:23]4[C:18](=[C:19]([CH2:28]Br)[C:20]([C:24]([F:27])([F:26])[F:25])=[CH:21][CH:22]=4)[CH2:17][CH2:16]3)=[CH:13][C:8]=2[O:7][CH2:6]1.[N:31]1[C:36]2[CH2:37][CH2:38][N:39](C[B-](F)(F)F)[CH2:40][C:35]=2[CH:34]=[N:33][CH:32]=1. (6) Given the product [F:1][C:2]1[CH:3]=[CH:4][C:5]([CH:8]=[O:9])=[N:6][CH:7]=1, predict the reactants needed to synthesize it. The reactants are: [F:1][C:2]1[CH:3]=[CH:4][C:5]([C:8](OCC)=[O:9])=[N:6][CH:7]=1.[H-].C([Al+]CC(C)C)C(C)C.